The task is: Predict the product of the given reaction.. This data is from Forward reaction prediction with 1.9M reactions from USPTO patents (1976-2016). (1) Given the reactants [Cl:1][C:2]1[CH:3]=[C:4]([CH2:18][OH:19])[CH:5]=[C:6]([Cl:17])[C:7]=1[O:8][C:9]1[CH:14]=[CH:13][C:12]([O:15][CH3:16])=[CH:11][CH:10]=1.[H-].[Na+].[H][H].[CH3:24]I, predict the reaction product. The product is: [Cl:1][C:2]1[CH:3]=[C:4]([CH2:18][O:19][CH3:24])[CH:5]=[C:6]([Cl:17])[C:7]=1[O:8][C:9]1[CH:10]=[CH:11][C:12]([O:15][CH3:16])=[CH:13][CH:14]=1. (2) Given the reactants [NH:1]1[C:5]2[CH:6]=[CH:7][CH:8]=[CH:9][C:4]=2[N:3]=[C:2]1[CH2:10][CH2:11][CH2:12][N:13]([CH3:34])[C:14](=O)[CH2:15][C@@:16]1([OH:32])[CH2:25][C:24]([F:27])([F:26])[C:23]2[C:18](=[CH:19][CH:20]=[C:21]([F:28])[CH:22]=2)[C@@H:17]1[CH:29]([CH3:31])[CH3:30].N1C2C=CC=CC=2N=C1CCCN(C)CCC1(O)C([2H])([2H])C([2H])([2H])C2C(=CC=C(F)C=2)C1C(C)C, predict the reaction product. The product is: [NH:1]1[C:5]2[CH:6]=[CH:7][CH:8]=[CH:9][C:4]=2[N:3]=[C:2]1[CH2:10][CH2:11][CH2:12][N:13]([CH3:34])[CH2:14][CH2:15][C@@:16]1([OH:32])[CH2:25][C:24]([F:27])([F:26])[C:23]2[C:18](=[CH:19][CH:20]=[C:21]([F:28])[CH:22]=2)[C@@H:17]1[CH:29]([CH3:31])[CH3:30]. (3) Given the reactants Br[C:2]1[CH:7]=[CH:6][C:5]([S:8]([N:11]2[CH2:17][CH2:16][CH2:15][N:14]([CH3:18])[CH2:13][CH2:12]2)(=[O:10])=[O:9])=[CH:4][CH:3]=1.C([O-])(=O)C.[K+].[CH3:24][O:25][C:26]1[CH:31]=[CH:30][N:29]=[C:28]([CH2:32][CH2:33][C:34]2[NH:43][C:37]3=[N:38][CH:39]=[C:40](I)[CH:41]=[C:36]3[N:35]=2)[CH:27]=1.C(=O)([O-])[O-].[K+].[K+].[Cl-].[Li+], predict the reaction product. The product is: [CH3:24][O:25][C:26]1[CH:31]=[CH:30][N:29]=[C:28]([CH2:32][CH2:33][C:34]2[NH:43][C:37]3=[N:38][CH:39]=[C:40]([C:2]4[CH:7]=[CH:6][C:5]([S:8]([N:11]5[CH2:17][CH2:16][CH2:15][N:14]([CH3:18])[CH2:13][CH2:12]5)(=[O:10])=[O:9])=[CH:4][CH:3]=4)[CH:41]=[C:36]3[N:35]=2)[CH:27]=1. (4) Given the reactants [OH:1][C@H:2]1[CH2:6][N:5]([C:7](=[O:28])[C@@H:8]([NH:20][C:21](=[O:27])[O:22][C:23]([CH3:26])([CH3:25])[CH3:24])[C@H:9]([CH2:17][O:18][CH3:19])[CH2:10][CH:11]([CH3:16])[CH2:12][CH2:13][CH:14]=[CH2:15])[C@H:4]([C:29](=[O:46])[NH:30][C@:31]2([C:36](=[O:45])[NH:37][S:38]([C:41]3([CH3:44])[CH2:43][CH2:42]3)(=[O:40])=[O:39])[CH2:33][C@H:32]2C=C)[CH2:3]1, predict the reaction product. The product is: [OH:1][C@H:2]1[CH2:6][N:5]2[C:7](=[O:28])[C@@H:8]([NH:20][C:21](=[O:27])[O:22][C:23]([CH3:25])([CH3:24])[CH3:26])[C@H:9]([CH2:17][O:18][CH3:19])[CH2:10][CH:11]([CH3:16])[CH2:12][CH2:13][CH:14]=[CH:15][C@@H:33]3[CH2:32][C@@:31]3([C:36](=[O:45])[NH:37][S:38]([C:41]3([CH3:44])[CH2:42][CH2:43]3)(=[O:39])=[O:40])[NH:30][C:29](=[O:46])[C@@H:4]2[CH2:3]1.